Dataset: Full USPTO retrosynthesis dataset with 1.9M reactions from patents (1976-2016). Task: Predict the reactants needed to synthesize the given product. (1) Given the product [CH3:3][C:1]([C:5]1[CH:10]=[CH:9][C:8]([C:11]2[C:19]3[C:14](=[CH:15][CH:16]=[CH:17][CH:18]=3)[N:13]([CH2:20][C:21]3[CH:22]=[C:23]([C:28]4[CH:33]=[CH:32][C:31]([O:34][CH3:42])=[CH:30][CH:29]=4)[CH:24]=[CH:25][C:26]=3[CH3:27])[C:12]=2[C:35]([OH:37])=[O:36])=[CH:7][CH:6]=1)([CH3:4])[CH3:2], predict the reactants needed to synthesize it. The reactants are: [C:1]([C:5]1[CH:10]=[CH:9][C:8]([C:11]2[C:19]3[C:14](=[CH:15][CH:16]=[CH:17][CH:18]=3)[N:13]([CH2:20][C:21]3[CH:22]=[C:23]([C:28]4[CH:33]=[CH:32][C:31]([OH:34])=[CH:30][CH:29]=4)[CH:24]=[CH:25][C:26]=3[CH3:27])[C:12]=2[C:35]([O:37]CC)=[O:36])=[CH:7][CH:6]=1)([CH3:4])([CH3:3])[CH3:2].CI.[C:42]([O-])([O-])=O.[K+].[K+].CN(C=O)C. (2) Given the product [CH3:22][S:23]([O:14][CH:7]([CH2:8][CH2:9]/[CH:10]=[CH:11]\[CH2:12][CH3:13])[CH2:6][CH2:5]/[CH:4]=[CH:3]\[CH2:2][CH3:1])(=[O:25])=[O:24], predict the reactants needed to synthesize it. The reactants are: [CH3:1][CH2:2]/[CH:3]=[CH:4]\[CH2:5][CH2:6][CH:7]([OH:14])[CH2:8][CH2:9]/[CH:10]=[CH:11]\[CH2:12][CH3:13].C(N(CC)CC)C.[CH3:22][S:23](Cl)(=[O:25])=[O:24].